This data is from Catalyst prediction with 721,799 reactions and 888 catalyst types from USPTO. The task is: Predict which catalyst facilitates the given reaction. Reactant: Cl.Cl.[NH2:3][CH2:4][CH2:5][N:6]1[C:14]2[C:13]([NH:15][C:16]3[CH:21]=[CH:20][C:19]([O:22][C:23]4[C:28]5[CH:29]=[N:30][S:31][C:27]=5[CH:26]=[CH:25][CH:24]=4)=[C:18]([Cl:32])[CH:17]=3)=[N:12][CH:11]=[N:10][C:9]=2[CH:8]=[CH:7]1.[N:33]([CH3:36])=[C:34]=[O:35].C(N(CC)CC)C.CN(C)C=O. Product: [S:31]1[C:27]2[CH:26]=[CH:25][CH:24]=[C:23]([O:22][C:19]3[CH:20]=[CH:21][C:16]([NH:15][C:13]4[C:14]5[N:6]([CH2:5][CH2:4][NH:3][C:34]([NH:33][CH3:36])=[O:35])[CH:7]=[CH:8][C:9]=5[N:10]=[CH:11][N:12]=4)=[CH:17][C:18]=3[Cl:32])[C:28]=2[CH:29]=[N:30]1. The catalyst class is: 6.